This data is from Full USPTO retrosynthesis dataset with 1.9M reactions from patents (1976-2016). The task is: Predict the reactants needed to synthesize the given product. (1) Given the product [NH2:11][C:8]1[CH:9]=[CH:10][N:6]([CH2:5][CH:4]([OH:14])[CH2:3][O:2][CH3:1])[N:7]=1, predict the reactants needed to synthesize it. The reactants are: [CH3:1][O:2][CH2:3][CH:4]([OH:14])[CH2:5][N:6]1[CH:10]=[CH:9][C:8]([N+:11]([O-])=O)=[N:7]1. (2) Given the product [CH2:18]([O:17][C@H:16]1[CH2:15][NH:14][CH2:13][C@H:12]1[NH:11][C:4]1[C:3]([CH2:1][CH3:2])=[N:8][CH:7]=[C:6]([CH2:9][CH3:10])[N:5]=1)[CH3:19], predict the reactants needed to synthesize it. The reactants are: [CH2:1]([C:3]1[C:4]([NH:11][C@H:12]2[C@@H:16]([O:17][CH2:18][CH3:19])[CH2:15][N:14](C(OCC3C=CC=CC=3)=O)[CH2:13]2)=[N:5][C:6]([CH2:9][CH3:10])=[CH:7][N:8]=1)[CH3:2].C(N(CC)CC)C.C([SiH](CC)CC)C. (3) Given the product [Cl:1][C:2]1[CH:3]=[C:4]([C:5]2[O:7][N:25]=[C:26]([C:29]3[CH:30]=[CH:31][C:32]([CH2:35][N:36]4[CH:40]=[CH:39][C:38]([C:41]([O-:43])=[O:42])=[N:37]4)=[CH:33][CH:34]=3)[N:27]=2)[CH:8]=[CH:9][C:10]=1[O:11][C:12]([F:15])([F:14])[F:13].[Na+:48], predict the reactants needed to synthesize it. The reactants are: [Cl:1][C:2]1[CH:3]=[C:4]([CH:8]=[CH:9][C:10]=1[O:11][C:12]([F:15])([F:14])[F:13])[C:5]([OH:7])=O.COC1C=CC(C2O[N:27]=[C:26]([C:29]3[CH:34]=[CH:33][C:32]([CH2:35][N:36]4[CH:40]=[CH:39][C:38]([C:41]([O-:43])=[O:42])=[N:37]4)=[CH:31][CH:30]=3)[N:25]=2)=CC=1C(F)(F)F.[Na+:48]. (4) The reactants are: C[Al](C)C.[NH2:5][N:6]1[CH2:11][CH2:10][O:9][CH2:8][CH2:7]1.C([O:14][C:15]([C:17]1[C:21]([NH2:22])=[C:20]([C:23]2[CH:28]=[CH:27][C:26]([Cl:29])=[CH:25][CH:24]=2)[N:19]([C:30]2[CH:35]=[CH:34][CH:33]=[CH:32][C:31]=2[Cl:36])[N:18]=1)=O)C. Given the product [N:6]1([NH:5][C:15]([C:17]2[C:21]([NH2:22])=[C:20]([C:23]3[CH:24]=[CH:25][C:26]([Cl:29])=[CH:27][CH:28]=3)[N:19]([C:30]3[CH:35]=[CH:34][CH:33]=[CH:32][C:31]=3[Cl:36])[N:18]=2)=[O:14])[CH2:11][CH2:10][O:9][CH2:8][CH2:7]1, predict the reactants needed to synthesize it. (5) Given the product [CH3:15][N:12]([C:13]1[CH:14]=[CH:4][CH:3]=[CH:2][CH:1]=1)[C:1](=[O:8])[C:2]1[CH:7]=[CH:6][CH:5]=[CH:4][CH:3]=1.[C:1]([N:12]1[CH2:13][CH2:14][CH2:17][CH2:16][CH2:15]1)(=[O:8])[C:2]1[CH:7]=[CH:6][CH:5]=[CH:4][CH:3]=1, predict the reactants needed to synthesize it. The reactants are: [C:1](Cl)(=[O:8])[C:2]1[CH:7]=[CH:6][CH:5]=[CH:4][CH:3]=1.C([N:12]([CH2:15][CH3:16])[CH2:13][CH3:14])C.[CH2:17](Cl)Cl. (6) Given the product [NH2:29][C@@H:17]1[CH2:16][CH2:15][C@@H:14]([C:8]2[C:7]([F:6])=[CH:12][CH:11]=[CH:10][C:9]=2[F:13])[CH2:20][N:19]2[C:21]([C:24]([CH3:26])([O:27][CH2:28][CH2:37][OH:40])[CH3:25])=[CH:22][N:23]=[C:18]12, predict the reactants needed to synthesize it. The reactants are: CS(O)(=O)=O.[F:6][C:7]1[CH:12]=[CH:11][CH:10]=[C:9]([F:13])[C:8]=1[C@H:14]1[CH2:20][N:19]2[C:21]([C:24]([O:27][CH3:28])([CH3:26])[CH3:25])=[CH:22][N:23]=[C:18]2[C@H:17]([NH:29]C(=O)OC(C)(C)C)[CH2:16][CH2:15]1.[C:37](=[O:40])(O)[O-].[Na+]. (7) Given the product [Br:1][C:2]1[CH:3]=[C:4]([CH:8]=[CH:9][N:10]=1)[C:5]([NH:60][C:57]1[O:58][C:59]2[C:51]([C:48]3[CH:49]=[CH:50][C:45]([F:44])=[CH:46][CH:47]=3)=[CH:52][CH:53]=[C:54]([O:61][CH3:62])[C:55]=2[N:56]=1)=[O:7], predict the reactants needed to synthesize it. The reactants are: [Br:1][C:2]1[CH:3]=[C:4]([CH:8]=[CH:9][N:10]=1)[C:5]([OH:7])=O.CN(C(ON1N=NC2C=CC=NC1=2)=[N+](C)C)C.F[P-](F)(F)(F)(F)F.C(N(C(C)C)C(C)C)C.[F:44][C:45]1[CH:50]=[CH:49][C:48]([C:51]2[C:59]3[O:58][C:57]([NH2:60])=[N:56][C:55]=3[C:54]([O:61][CH3:62])=[CH:53][CH:52]=2)=[CH:47][CH:46]=1. (8) The reactants are: [Cl:1][C:2]1[CH:3]=[C:4](B(O)O)[CH:5]=[CH:6][CH:7]=1.[C:11]([NH:15][C:16]1[CH:21]=[C:20](Cl)[N:19]=[C:18]([NH2:23])[N:17]=1)([CH3:14])([CH3:13])[CH3:12]. Given the product [C:11]([NH:15][C:16]1[CH:21]=[C:20]([C:4]2[CH:5]=[CH:6][CH:7]=[C:2]([Cl:1])[CH:3]=2)[N:19]=[C:18]([NH2:23])[N:17]=1)([CH3:14])([CH3:12])[CH3:13], predict the reactants needed to synthesize it. (9) Given the product [Br:18][C:10]1[C:11]([C:13]([F:15])([F:16])[F:14])=[CH:12][C:7]([O:6][CH2:5][CH2:4][C:2]([CH3:1])([OH:17])[CH3:3])=[N:8][CH:9]=1, predict the reactants needed to synthesize it. The reactants are: [CH3:1][C:2]([OH:17])([CH2:4][CH2:5][O:6][C:7]1[CH:12]=[C:11]([C:13]([F:16])([F:15])[F:14])[CH:10]=[CH:9][N:8]=1)[CH3:3].[Br:18]Br.C([O-])(O)=O.[Na+].[O-]S([O-])(=S)=O.[Na+].[Na+].